Dataset: Full USPTO retrosynthesis dataset with 1.9M reactions from patents (1976-2016). Task: Predict the reactants needed to synthesize the given product. (1) Given the product [CH3:35][O:34][C:32](=[O:33])[CH2:31][CH2:30][N:14]1[CH2:15][CH2:16][CH2:17][C@@H:13]1[CH2:12][O:11][C:10]1[CH:18]=[CH:19][C:7]([O:6][C:5]2[CH:20]=[CH:21][C:2]([Cl:1])=[CH:3][CH:4]=2)=[CH:8][CH:9]=1, predict the reactants needed to synthesize it. The reactants are: [Cl:1][C:2]1[CH:21]=[CH:20][C:5]([O:6][C:7]2[CH:19]=[CH:18][C:10]([O:11][CH2:12][C@H:13]3[CH2:17][CH2:16][CH2:15][NH:14]3)=[CH:9][CH:8]=2)=[CH:4][CH:3]=1.C(N(CC)CC)C.Br[CH2:30][CH2:31][C:32]([O:34][CH3:35])=[O:33].O.ClCCl. (2) Given the product [Br:1][C:2]1[CH:3]=[C:4]2[C:5]([CH2:8][CH:9]([CH3:10])[N:11]([C:12]([O:13][CH3:14])=[O:15])[CH2:23]2)=[CH:6][CH:7]=1, predict the reactants needed to synthesize it. The reactants are: [Br:1][C:2]1[CH:7]=[CH:6][C:5]([CH2:8][CH:9]([NH:11][C:12](=[O:15])[O:13][CH3:14])[CH3:10])=[CH:4][CH:3]=1.C=O.S(=O)(=O)(O)O.[C:23](O)(=O)C. (3) Given the product [C:5]([NH:18][C@H:19]([C:25]([O:27][CH:9]([CH3:10])[CH3:8])=[O:26])[CH2:20][CH2:21][C:22]([O:24][CH:6]([CH3:7])[CH3:5])=[O:23])(=[O:17])[CH2:6][CH2:7][CH2:8][CH2:9][CH2:10][CH2:11][CH2:12][CH2:13][CH2:14][CH2:15][CH3:16], predict the reactants needed to synthesize it. The reactants are: S(Cl)(Cl)=O.[C:5]([NH:18][C@H:19]([C:25]([OH:27])=[O:26])[CH2:20][CH2:21][C:22]([OH:24])=[O:23])(=[O:17])[CH2:6][CH2:7][CH2:8][CH2:9][CH2:10][CH2:11][CH2:12][CH2:13][CH2:14][CH2:15][CH3:16]. (4) Given the product [OH:1][C:2]1[CH:10]=[C:9]([N+:11]([O-:13])=[O:12])[CH:8]=[CH:7][C:3]=1[C:4]([O:6][CH3:15])=[O:5], predict the reactants needed to synthesize it. The reactants are: [OH:1][C:2]1[CH:10]=[C:9]([N+:11]([O-:13])=[O:12])[CH:8]=[CH:7][C:3]=1[C:4]([OH:6])=[O:5].O.[CH3:15]O. (5) The reactants are: [N+:1]([C:4]1[CH:5]=[CH:6][C:7]2[S:13][CH2:12][CH2:11][NH:10][CH2:9][C:8]=2[CH:14]=1)([O-])=O.O.NN. Given the product [CH:14]1[C:8]2[CH2:9][NH:10][CH2:11][CH2:12][S:13][C:7]=2[CH:6]=[CH:5][C:4]=1[NH2:1], predict the reactants needed to synthesize it. (6) Given the product [CH2:22]([S:24][C:25]1[N:33]=[CH:32][CH:31]=[CH:30][C:26]=1[C:27]([NH:1][C:2]1[CH:3]=[C:4]2[C:20](=[O:21])[NH:19][N:18]=[CH:17][C:6]3=[C:7]([C:11]4[CH:12]=[CH:13][CH:14]=[CH:15][CH:16]=4)[NH:8][C:9]([CH:10]=1)=[C:5]23)=[O:28])[CH3:23], predict the reactants needed to synthesize it. The reactants are: [NH2:1][C:2]1[CH:3]=[C:4]2[C:20](=[O:21])[NH:19][N:18]=[CH:17][C:6]3=[C:7]([C:11]4[CH:16]=[CH:15][CH:14]=[CH:13][CH:12]=4)[NH:8][C:9]([CH:10]=1)=[C:5]23.[CH2:22]([S:24][C:25]1[N:33]=[CH:32][CH:31]=[CH:30][C:26]=1[C:27](O)=[O:28])[CH3:23].C(N(CC)CC)C.F[P-](F)(F)(F)(F)F.N1(OC(N(C)C)=[N+](C)C)C2N=CC=CC=2N=N1. (7) Given the product [C:1]([O:5][C:6]([NH:8][C:9]1[CH:10]=[C:11]([CH2:16][CH2:17][C:18]([O:20][CH2:21][CH3:22])=[O:19])[CH:12]=[CH:13][C:14]=1[B:26]1[O:27][C:28]([CH3:30])([CH3:29])[C:24]([CH3:40])([CH3:23])[O:25]1)=[O:7])([CH3:4])([CH3:3])[CH3:2], predict the reactants needed to synthesize it. The reactants are: [C:1]([O:5][C:6]([NH:8][C:9]1[CH:10]=[C:11]([CH2:16][CH2:17][C:18]([O:20][CH2:21][CH3:22])=[O:19])[CH:12]=[CH:13][C:14]=1Cl)=[O:7])([CH3:4])([CH3:3])[CH3:2].[CH3:23][C:24]1([CH3:40])[C:28]([CH3:30])([CH3:29])[O:27][B:26]([B:26]2[O:27][C:28]([CH3:30])([CH3:29])[C:24]([CH3:40])([CH3:23])[O:25]2)[O:25]1.C1(P(C2CCCCC2)C2C=CC=CC=2C2C(C(C)C)=CC(C(C)C)=CC=2C(C)C)CCCCC1.C([O-])(=O)C.[K+].